Dataset: Forward reaction prediction with 1.9M reactions from USPTO patents (1976-2016). Task: Predict the product of the given reaction. (1) Given the reactants [C:1]1([CH2:7][CH:8]=[CH:9][C:10]2[CH:18]=[CH:17][C:13]([C:14]([OH:16])=[O:15])=[CH:12][CH:11]=2)[CH:6]=[CH:5][CH:4]=[CH:3][CH:2]=1.C1(C=CCC2C=CC(C(O)=O)=CC=2)C=CC=CC=1, predict the reaction product. The product is: [C:1]1([CH2:7][CH2:8][CH2:9][C:10]2[CH:11]=[CH:12][C:13]([C:14]([OH:16])=[O:15])=[CH:17][CH:18]=2)[CH:2]=[CH:3][CH:4]=[CH:5][CH:6]=1. (2) Given the reactants [CH2:1]1[C:5]2([CH2:9][CH2:8][CH2:7][CH2:6]2)[CH2:4][CH2:3][N:2]1[C:10]1[CH:52]=[CH:51][C:13]([C:14]([NH:16][S:17]([C:20]2[CH:25]=[CH:24][C:23]([NH:26][C@@H:27]([CH2:40][S:41][C:42]3[CH:47]=[CH:46][CH:45]=[CH:44][CH:43]=3)[CH2:28][CH2:29][CH2:30][CH2:31][NH:32]C(=O)OC(C)(C)C)=[C:22]([N+:48]([O-:50])=[O:49])[CH:21]=2)(=[O:19])=[O:18])=[O:15])=[CH:12][CH:11]=1.Cl, predict the reaction product. The product is: [NH2:32][CH2:31][CH2:30][CH2:29][CH2:28][C@@H:27]([NH:26][C:23]1[CH:24]=[CH:25][C:20]([S:17]([NH:16][C:14](=[O:15])[C:13]2[CH:12]=[CH:11][C:10]([N:2]3[CH2:3][CH2:4][C:5]4([CH2:9][CH2:8][CH2:7][CH2:6]4)[CH2:1]3)=[CH:52][CH:51]=2)(=[O:19])=[O:18])=[CH:21][C:22]=1[N+:48]([O-:50])=[O:49])[CH2:40][S:41][C:42]1[CH:47]=[CH:46][CH:45]=[CH:44][CH:43]=1. (3) Given the reactants [CH:1]([C:4]1[S:22][C:7]2[NH:8][C:9](=[O:21])[N:10]([CH2:13][CH2:14][C:15]3[CH:20]=[CH:19][CH:18]=[CH:17][CH:16]=3)[C:11](=[O:12])[C:6]=2[CH:5]=1)([CH3:3])[CH3:2].Br[CH2:24][C:25]1[CH:30]=[CH:29][C:28]([C:31]2[CH:36]=[CH:35][CH:34]=[CH:33][C:32]=2[C:37]2[N:41]=[C:40](C(Cl)(Cl)Cl)[O:39][N:38]=2)=[CH:27][CH:26]=1.C(=O)([O-])[O-:47].[K+].[K+], predict the reaction product. The product is: [CH:1]([C:4]1[S:22][C:7]2[N:8]([CH2:24][C:25]3[CH:30]=[CH:29][C:28]([C:31]4[CH:36]=[CH:35][CH:34]=[CH:33][C:32]=4[C:37]4[NH:41][C:40](=[O:47])[O:39][N:38]=4)=[CH:27][CH:26]=3)[C:9](=[O:21])[N:10]([CH2:13][CH2:14][C:15]3[CH:20]=[CH:19][CH:18]=[CH:17][CH:16]=3)[C:11](=[O:12])[C:6]=2[CH:5]=1)([CH3:3])[CH3:2]. (4) The product is: [CH2:53]([O:52][C:51]1[C:50](=[O:60])[N:49]=[C:48]([CH2:61][C:62]2([C:67]3[C:76]4[C:71](=[CH:72][CH:73]=[CH:74][CH:75]=4)[CH:70]=[CH:69][CH:68]=3)[CH2:66][CH2:65][CH2:64][CH2:63]2)[N:47]2[CH2:41][CH2:42][N:43]([CH:77]3[CH2:78][CH2:79][O:80][CH2:81][CH2:82]3)[C:44](=[O:45])[C:46]=12)[C:54]1[CH:55]=[CH:56][CH:57]=[CH:58][CH:59]=1. Given the reactants C(OC1C(=O)N=C(CC2(C3C4C(=CC=CC=4)C=CC=3)CCCC2)N2CCN(C3CC3)C(=O)C=12)C1C=CC=CC=1.O[CH2:41][CH2:42][N:43]([CH:77]1[CH2:82][CH2:81][O:80][CH2:79][CH2:78]1)[C:44]([C:46]1[C:51]([O:52][CH2:53][C:54]2[CH:59]=[CH:58][CH:57]=[CH:56][CH:55]=2)=[C:50]([OH:60])[N:49]=[C:48]([CH2:61][C:62]2([C:67]3[C:76]4[C:71](=[CH:72][CH:73]=[CH:74][CH:75]=4)[CH:70]=[CH:69][CH:68]=3)[CH2:66][CH2:65][CH2:64][CH2:63]2)[N:47]=1)=[O:45], predict the reaction product. (5) Given the reactants C[O:2][C:3]([C:5]1[C:9]([NH:10][C:11]([C:13]2[C:18]([NH:19][C:20]3[CH:21]=[N:22][CH:23]=[N:24][CH:25]=3)=[CH:17][CH:16]=[C:15]([CH:26]3[CH2:28][CH2:27]3)[N:14]=2)=[O:12])=[CH:8][N:7]([CH3:29])[N:6]=1)=[O:4].[OH-].[Na+], predict the reaction product. The product is: [CH:26]1([C:15]2[N:14]=[C:13]([C:11]([NH:10][C:9]3[C:5]([C:3]([OH:4])=[O:2])=[N:6][N:7]([CH3:29])[CH:8]=3)=[O:12])[C:18]([NH:19][C:20]3[CH:25]=[N:24][CH:23]=[N:22][CH:21]=3)=[CH:17][CH:16]=2)[CH2:28][CH2:27]1. (6) Given the reactants C([O-])=O.[NH4+].[CH:5]([NH:8][C:9]1[CH:14]=[CH:13][CH:12]=[CH:11][C:10]=1[N+:15]([O-])=O)([CH3:7])[CH3:6], predict the reaction product. The product is: [CH:5]([NH:8][C:9]1[C:10]([NH2:15])=[CH:11][CH:12]=[CH:13][CH:14]=1)([CH3:7])[CH3:6]. (7) Given the reactants Br[C:2]1[CH:3]=[N:4][CH:5]=[C:6]([Cl:17])[C:7]=1[C:8]1[CH:13]=[CH:12][CH:11]=[C:10]([CH:14]([CH3:16])[CH3:15])[CH:9]=1.C([Mg]Cl)(C)C.[Li+].[Cl-].CN(OC)[C:27]([C@@H:29]1[CH2:34][CH2:33][CH2:32][N:31]([C:35]([O:37][C:38]([CH3:41])([CH3:40])[CH3:39])=[O:36])[CH2:30]1)=[O:28], predict the reaction product. The product is: [Cl:17][C:6]1[C:7]([C:8]2[CH:13]=[CH:12][CH:11]=[C:10]([CH:14]([CH3:16])[CH3:15])[CH:9]=2)=[C:2]([C:27]([C@@H:29]2[CH2:34][CH2:33][CH2:32][N:31]([C:35]([O:37][C:38]([CH3:41])([CH3:40])[CH3:39])=[O:36])[CH2:30]2)=[O:28])[CH:3]=[N:4][CH:5]=1. (8) Given the reactants [Cl:1][C:2]1[CH:3]=[C:4]([C:12]2[CH:17]=[CH:16][CH:15]=[CH:14][C:13]=2[F:18])[CH:5]=[C:6]([N+:9]([O-:11])=[O:10])[C:7]=1[NH2:8].[H-].[Na+].[C:21]([C:25]1[C:26]([Cl:34])=[C:27]([C:31](O)=[O:32])[N:28]([CH3:30])[N:29]=1)([CH3:24])([CH3:23])[CH3:22].C(Cl)(=O)C(Cl)=O, predict the reaction product. The product is: [Cl:1][C:2]1[CH:3]=[C:4]([C:12]2[CH:17]=[CH:16][CH:15]=[CH:14][C:13]=2[F:18])[CH:5]=[C:6]([N+:9]([O-:11])=[O:10])[C:7]=1[NH:8][C:31]([C:27]1[N:28]([CH3:30])[N:29]=[C:25]([C:21]([CH3:23])([CH3:22])[CH3:24])[C:26]=1[Cl:34])=[O:32]. (9) Given the reactants [CH3:1][N:2]([C:4]([N:6]=[C:7]([NH2:9])[NH2:8])=[NH:5])[CH3:3].Cl.[OH-].[Na+].[C:13]([OH:21])(=[O:20])[CH:14]([CH2:16][C:17]([OH:19])=[O:18])[OH:15].CO, predict the reaction product. The product is: [CH3:1][N:2]([C:4]([NH:6][C:7]([NH2:9])=[NH:8])=[NH:5])[CH3:3].[C:13]([O-:21])(=[O:20])[CH:14]([CH2:16][C:17]([O-:19])=[O:18])[OH:15]. (10) Given the reactants [Si]([O:8][CH2:9][C:10]1[CH:15]=[CH:14][C:13]([N:16]2[CH2:21][CH2:20][CH:19]([C:22]([F:25])([F:24])[F:23])[CH2:18][CH2:17]2)=[CH:12][CH:11]=1)(C(C)(C)C)(C)C.[F-].C([N+](CCCC)(CCCC)CCCC)CCC.O.C(OCC)(=O)C, predict the reaction product. The product is: [F:24][C:22]([F:23])([F:25])[CH:19]1[CH2:18][CH2:17][N:16]([C:13]2[CH:14]=[CH:15][C:10]([CH2:9][OH:8])=[CH:11][CH:12]=2)[CH2:21][CH2:20]1.